Predict the product of the given reaction. From a dataset of Forward reaction prediction with 1.9M reactions from USPTO patents (1976-2016). (1) Given the reactants [Br:1][C:2]1[CH:3]=[C:4]2[C:9](=[CH:10][CH:11]=1)[N:8]=[C:7]([C:12]1[CH:17]=[CH:16][C:15]([C:18](=[O:28])[CH2:19][NH:20]C(=O)OC(C)(C)C)=[CH:14][CH:13]=1)[CH:6]=[N:5]2.[C:29]([OH:35])([C:31]([F:34])([F:33])[F:32])=[O:30], predict the reaction product. The product is: [F:32][C:31]([F:34])([F:33])[C:29]([OH:35])=[O:30].[NH2:20][CH2:19][C:18]([C:15]1[CH:14]=[CH:13][C:12]([C:7]2[CH:6]=[N:5][C:4]3[C:9](=[CH:10][CH:11]=[C:2]([Br:1])[CH:3]=3)[N:8]=2)=[CH:17][CH:16]=1)=[O:28]. (2) Given the reactants [CH3:1][N:2]1[C:6]2=[N:7][C:8]([O:15][CH2:16][C:17]([OH:19])=O)=[CH:9][C:10]([C:11]([F:14])([F:13])[F:12])=[C:5]2[C:4]([C:20]2[CH:25]=[CH:24][CH:23]=[CH:22][CH:21]=2)=[N:3]1.CC(C)N=C=NC(C)C.C1C=CC2N(O)N=NC=2C=1.[CH3:45][O:46][C:47]1[CH:55]=[CH:54][C:50]([C@@H:51]([NH2:53])[CH3:52])=[CH:49][CH:48]=1, predict the reaction product. The product is: [CH3:45][O:46][C:47]1[CH:55]=[CH:54][C:50]([C@@H:51]([NH:53][C:17](=[O:19])[CH2:16][O:15][C:8]2[N:7]=[C:6]3[N:2]([CH3:1])[N:3]=[C:4]([C:20]4[CH:21]=[CH:22][CH:23]=[CH:24][CH:25]=4)[C:5]3=[C:10]([C:11]([F:13])([F:14])[F:12])[CH:9]=2)[CH3:52])=[CH:49][CH:48]=1. (3) Given the reactants C([O:4][C:5]([C:8]1[O:12][N:11]=[C:10]([C:13]2[CH:18]=[C:17]([Cl:19])[C:16]([NH:20][C:21]3[C:30]4[CH:31]=[CH:32][N:33]=[C:34]([O:35]CC)[C:29]=4[C:28]4[C:23](=[CH:24][CH:25]=[N:26][CH:27]=4)[N:22]=3)=[C:15]([Cl:38])[CH:14]=2)[N:9]=1)([CH3:7])[CH3:6])(=O)C.Cl, predict the reaction product. The product is: [Cl:38][C:15]1[CH:14]=[C:13]([C:10]2[N:9]=[C:8]([C:5]([OH:4])([CH3:7])[CH3:6])[O:12][N:11]=2)[CH:18]=[C:17]([Cl:19])[C:16]=1[NH:20][C:21]1[C:30]2[CH:31]=[CH:32][NH:33][C:34](=[O:35])[C:29]=2[C:28]2[C:23](=[CH:24][CH:25]=[N:26][CH:27]=2)[N:22]=1.